This data is from Catalyst prediction with 721,799 reactions and 888 catalyst types from USPTO. The task is: Predict which catalyst facilitates the given reaction. (1) Reactant: [CH3:1][C:2]1[CH:3]=[CH:4][C:5]([NH:9][C:10]2[CH:15]=[C:14]([O:16][CH2:17][CH2:18][N:19]3C(=O)C4C(=CC=CC=4)C3=O)[N:13]=[N:12][C:11]=2[C:30]([NH2:32])=[O:31])=[N:6][C:7]=1[CH3:8].NN. Product: [NH2:19][CH2:18][CH2:17][O:16][C:14]1[N:13]=[N:12][C:11]([C:30]([NH2:32])=[O:31])=[C:10]([NH:9][C:5]2[CH:4]=[CH:3][C:2]([CH3:1])=[C:7]([CH3:8])[N:6]=2)[CH:15]=1. The catalyst class is: 14. (2) Reactant: [Br:1][C:2]1[CH:8]=[CH:7][C:5]([NH2:6])=[CH:4][C:3]=1[O:9][CH3:10].CCN(C(C)C)C(C)C.Cl[C:21]([O:23][CH2:24][CH2:25]Cl)=[O:22]. Product: [Br:1][C:2]1[CH:8]=[CH:7][C:5]([N:6]2[CH2:25][CH2:24][O:23][C:21]2=[O:22])=[CH:4][C:3]=1[O:9][CH3:10]. The catalyst class is: 10. (3) Reactant: [OH:1][CH:2]1[CH2:7][CH2:6][N:5]([C:8]2[CH:9]=[CH:10][C:11](=[O:14])[NH:12][N:13]=2)[CH2:4][CH2:3]1.CCN(C(C)C)C(C)C.[C:24](Cl)(=[O:35])[O:25][C:26]1[CH:31]=[CH:30][C:29]([N+:32]([O-:34])=[O:33])=[CH:28][CH:27]=1. Product: [C:24](=[O:35])([O:1][CH:2]1[CH2:7][CH2:6][N:5]([C:8]2[CH:9]=[CH:10][C:11](=[O:14])[NH:12][N:13]=2)[CH2:4][CH2:3]1)[O:25][C:26]1[CH:27]=[CH:28][C:29]([N+:32]([O-:34])=[O:33])=[CH:30][CH:31]=1. The catalyst class is: 17. (4) Reactant: Cl[C:2]1[C:3]2[S:11][CH:10]=[CH:9][C:4]=2[N:5]=[C:6]([CH3:8])[N:7]=1.[CH3:12][O-:13].[Na+]. The catalyst class is: 5. Product: [CH3:12][O:13][C:2]1[C:3]2[S:11][CH:10]=[CH:9][C:4]=2[N:5]=[C:6]([CH3:8])[N:7]=1. (5) Reactant: [OH:1][C:2]1[CH2:3][C:4]([CH2:12][CH2:13][C:14]2[N:15]=[C:16]([NH:19][C:20](=[O:22])[CH3:21])[S:17][CH:18]=2)([CH:9]([CH3:11])[CH3:10])[O:5][C:6](=[O:8])[CH:7]=1.[C:23]([C:27]1[CH:32]=[C:31]([CH2:33][OH:34])[C:30]([CH3:35])=[CH:29][C:28]=1[S:36]S(C1C=CC(C)=CC=1)(=O)=O)([CH3:26])([CH3:25])[CH3:24].C(=O)([O-])[O-].[K+].[K+]. Product: [C:23]([C:27]1[CH:32]=[C:31]([CH2:33][OH:34])[C:30]([CH3:35])=[CH:29][C:28]=1[S:36][C:7]1[C:6](=[O:8])[O:5][C:4]([CH2:12][CH2:13][C:14]2[N:15]=[C:16]([NH:19][C:20](=[O:22])[CH3:21])[S:17][CH:18]=2)([CH:9]([CH3:11])[CH3:10])[CH2:3][C:2]=1[OH:1])([CH3:26])([CH3:25])[CH3:24]. The catalyst class is: 3. (6) Product: [C:11]([O:15][C:16]([N:18]1[CH2:22][CH:21]([C:23]2[CH:24]=[CH:25][CH:26]=[CH:27][CH:28]=2)[CH:20]([CH:29]=[O:30])[CH2:19]1)=[O:17])([CH3:14])([CH3:13])[CH3:12]. Reactant: C(Cl)(=O)C(Cl)=O.CS(C)=O.[C:11]([O:15][C:16]([N:18]1[CH2:22][CH:21]([C:23]2[CH:28]=[CH:27][CH:26]=[CH:25][CH:24]=2)[CH:20]([CH2:29][OH:30])[CH2:19]1)=[O:17])([CH3:14])([CH3:13])[CH3:12].CCN(C(C)C)C(C)C. The catalyst class is: 2. (7) Reactant: [O:1]1[CH2:6][CH2:5][N:4]([C:7]2[N:12]=[C:11]([C:13]3[C:14]([C:20]([F:23])([F:22])[F:21])=[CH:15][C:16]([NH2:19])=[N:17][CH:18]=3)[CH:10]=[C:9]([N:24]3[CH2:29][CH2:28][O:27][CH2:26][CH2:25]3)[N:8]=2)[CH2:3][CH2:2]1.N1C=CC=CC=1.[C:36](Cl)(=[O:38])[CH3:37]. Product: [O:1]1[CH2:6][CH2:5][N:4]([C:7]2[N:12]=[C:11]([C:13]3[C:14]([C:20]([F:21])([F:23])[F:22])=[CH:15][C:16]([NH2:19])=[N:17][CH:18]=3)[CH:10]=[C:9]([N:24]3[CH2:29][CH2:28][O:27][CH2:26][CH2:25]3)[N:8]=2)[CH2:3][CH2:2]1.[O:1]1[CH2:6][CH2:5][N:4]([C:7]2[N:12]=[C:11]([C:13]3[C:14]([C:20]([F:22])([F:21])[F:23])=[CH:15][C:16]([NH:19][C:36](=[O:38])[CH3:37])=[N:17][CH:18]=3)[CH:10]=[C:9]([N:24]3[CH2:29][CH2:28][O:27][CH2:26][CH2:25]3)[N:8]=2)[CH2:3][CH2:2]1. The catalyst class is: 2.